Task: Predict the reactants needed to synthesize the given product.. Dataset: Full USPTO retrosynthesis dataset with 1.9M reactions from patents (1976-2016) (1) Given the product [F:38][C:36]([F:37])([F:39])[S:33]([O:32][CH2:27][CH2:26][O:25][S:22]([C:21]([F:41])([F:40])[F:20])(=[O:24])=[O:23])(=[O:34])=[O:35], predict the reactants needed to synthesize it. The reactants are: FC(F)(F)S(OCCCOS(C(F)(F)F)(=O)=O)(=O)=O.[F:20][C:21]([F:41])([F:40])[S:22]([O:25][CH:26]1CCCC[CH:27]1[O:32][S:33]([C:36]([F:39])([F:38])[F:37])(=[O:35])=[O:34])(=[O:24])=[O:23]. (2) Given the product [ClH:19].[N:20]1([CH2:26][CH2:27][NH:28][S:16]([C:14]2[S:15][C:11]([C:5]3[CH:4]=[C:3]([CH2:1][CH3:2])[C:8](=[O:9])[NH:7][C:6]=3[CH3:10])=[CH:12][CH:13]=2)(=[O:18])=[O:17])[CH2:25][CH2:24][CH2:23][CH2:22][CH2:21]1, predict the reactants needed to synthesize it. The reactants are: [CH2:1]([C:3]1[C:8](=[O:9])[NH:7][C:6]([CH3:10])=[C:5]([C:11]2[S:15][C:14]([S:16]([Cl:19])(=[O:18])=[O:17])=[CH:13][CH:12]=2)[CH:4]=1)[CH3:2].[N:20]1([CH2:26][CH2:27][NH2:28])[CH2:25][CH2:24][CH2:23][CH2:22][CH2:21]1. (3) Given the product [Cl:22][C:17]1[CH:16]=[C:15]([C:13]2[N:14]=[C:10]([C:8]3[CH:7]=[CH:6][C:5]([C:27]4[C:26]([CH3:25])=[CH:30][S:29][CH:28]=4)=[C:4]([CH:9]=3)[C:3]([OH:2])=[O:24])[S:11][CH:12]=2)[CH:20]=[CH:19][C:18]=1[Cl:21], predict the reactants needed to synthesize it. The reactants are: C[O:2][C:3](=[O:24])[C:4]1[CH:9]=[C:8]([C:10]2[S:11][CH:12]=[C:13]([C:15]3[CH:20]=[CH:19][C:18]([Cl:21])=[C:17]([Cl:22])[CH:16]=3)[N:14]=2)[CH:7]=[CH:6][C:5]=1Br.[CH3:25][C:26]1[C:27](B(O)O)=[CH:28][S:29][CH:30]=1. (4) Given the product [F:1][C:2]1[CH:3]=[CH:4][C:5]([CH3:11])=[C:6]([C:8]([CH3:12])([CH3:9])[C:21]#[N:18])[CH:7]=1, predict the reactants needed to synthesize it. The reactants are: [F:1][C:2]1[CH:3]=[CH:4][C:5]([CH3:11])=[C:6]([CH2:8][C:9]#N)[CH:7]=1.[CH3:12]I.[H-].[Na+].Cl.C[N:18]([CH3:21])C=O.